From a dataset of Full USPTO retrosynthesis dataset with 1.9M reactions from patents (1976-2016). Predict the reactants needed to synthesize the given product. (1) Given the product [CH2:1]([O:3][C:4](=[O:43])[CH2:5][CH2:6][CH2:7][O:8][C:9]1[CH:14]=[CH:13][CH:12]=[C:11]([CH2:15][CH2:16][CH2:17][CH2:18][CH2:19][CH2:20][O:21][C:22]2[CH:23]=[C:24]([C:49]3[CH:48]=[CH:47][CH:46]=[C:45]([F:44])[CH:50]=3)[CH:25]=[C:26]([O:28][CH2:29][CH:30]3[CH2:34][CH2:33][CH2:32][CH2:31]3)[CH:27]=2)[C:10]=1[CH2:36][CH2:37][C:38]([O:40][CH2:41][CH3:42])=[O:39])[CH3:2], predict the reactants needed to synthesize it. The reactants are: [CH2:1]([O:3][C:4](=[O:43])[CH2:5][CH2:6][CH2:7][O:8][C:9]1[CH:14]=[CH:13][CH:12]=[C:11]([CH2:15][CH2:16][CH2:17][CH2:18][CH2:19][CH2:20][O:21][C:22]2[CH:27]=[C:26]([O:28][CH2:29][CH:30]3[CH2:34][CH2:33][CH2:32][CH2:31]3)[CH:25]=[C:24](Br)[CH:23]=2)[C:10]=1[CH2:36][CH2:37][C:38]([O:40][CH2:41][CH3:42])=[O:39])[CH3:2].[F:44][C:45]1[CH:46]=[C:47](B(O)O)[CH:48]=[CH:49][CH:50]=1.C(=O)([O-])[O-].[Cs+].[Cs+]. (2) The reactants are: Br[C:2]1[C:3]([C:21]2[CH:26]=[CH:25][C:24]([F:27])=[CH:23][CH:22]=2)=[N:4][N:5]([CH3:20])[C:6]=1[N:7]1[CH2:12][CH2:11][N:10]([C:13]([O:15][C:16]([CH3:19])([CH3:18])[CH3:17])=[O:14])[CH2:9][CH2:8]1.CC1(C)C(C)(C)OB([C:36]2[CH:37]=[CH:38][C:39]3[N:40]([CH:42]=[C:43]([NH:45][C:46](=[O:48])[CH3:47])[N:44]=3)[N:41]=2)O1.[O-]P([O-])([O-])=O.[K+].[K+].[K+]. Given the product [C:46]([NH:45][C:43]1[N:44]=[C:39]2[CH:38]=[CH:37][C:36]([C:2]3[C:3]([C:21]4[CH:26]=[CH:25][C:24]([F:27])=[CH:23][CH:22]=4)=[N:4][N:5]([CH3:20])[C:6]=3[N:7]3[CH2:8][CH2:9][N:10]([C:13]([O:15][C:16]([CH3:18])([CH3:19])[CH3:17])=[O:14])[CH2:11][CH2:12]3)=[N:41][N:40]2[CH:42]=1)(=[O:48])[CH3:47], predict the reactants needed to synthesize it. (3) Given the product [CH3:11][N:12]([CH3:16])[CH2:13][CH2:14][O:15][C:2]1[N:3]=[CH:4][C:5]([NH2:8])=[CH:6][CH:7]=1, predict the reactants needed to synthesize it. The reactants are: Cl[C:2]1[CH:7]=[CH:6][C:5]([N+:8]([O-])=O)=[CH:4][N:3]=1.[CH3:11][N:12]([CH3:16])[CH2:13][CH2:14][OH:15].[H-].[Na+]. (4) The reactants are: [O:1]=[C:2]1[C:10]2[C:5](=[CH:6][CH:7]=[C:8]([C:11]([OH:13])=[O:12])[CH:9]=2)[CH2:4][CH2:3]1.[Si](C=[N+]=[N-])(C)(C)[CH3:15]. Given the product [O:1]=[C:2]1[C:10]2[C:5](=[CH:6][CH:7]=[C:8]([C:11]([O:13][CH3:15])=[O:12])[CH:9]=2)[CH2:4][CH2:3]1, predict the reactants needed to synthesize it. (5) The reactants are: [CH3:1][O:2][C:3]1[CH:4]=[C:5]([C:9]2[N:10]=[N:11][CH:12]=[C:13]([C:24]3[CH:29]=[CH:28][CH:27]=[CH:26][CH:25]=3)[C:14]=2[C:15]2[O:16][CH2:17][CH:18]([C:20]([O:22][CH3:23])=[O:21])[N:19]=2)[CH:6]=[CH:7][CH:8]=1.C1CCN2C(=NCCC2)CC1.BrC(Cl)(Cl)Cl. Given the product [CH3:1][O:2][C:3]1[CH:4]=[C:5]([C:9]2[N:10]=[N:11][CH:12]=[C:13]([C:24]3[CH:29]=[CH:28][CH:27]=[CH:26][CH:25]=3)[C:14]=2[C:15]2[O:16][CH:17]=[C:18]([C:20]([O:22][CH3:23])=[O:21])[N:19]=2)[CH:6]=[CH:7][CH:8]=1, predict the reactants needed to synthesize it.